Dataset: Full USPTO retrosynthesis dataset with 1.9M reactions from patents (1976-2016). Task: Predict the reactants needed to synthesize the given product. (1) Given the product [C:31]([O:35][C:36](=[O:46])[NH:37][CH2:38][CH2:39][CH:40]1[CH2:41][CH2:42][N:43]([C:12]([C:11]2[C:10]([O:17][C:18]3[CH:23]=[CH:22][C:21]([O:24][C:25]([F:26])([F:27])[F:28])=[CH:20][CH:19]=3)=[N:9][C:8]([O:7][C:6]3[CH:29]=[CH:30][C:3]([C:1]#[N:2])=[CH:4][CH:5]=3)=[CH:16][CH:15]=2)=[O:13])[CH2:44][CH2:45]1)([CH3:34])([CH3:32])[CH3:33], predict the reactants needed to synthesize it. The reactants are: [C:1]([C:3]1[CH:30]=[CH:29][C:6]([O:7][C:8]2[CH:16]=[CH:15][C:11]([C:12](O)=[O:13])=[C:10]([O:17][C:18]3[CH:23]=[CH:22][C:21]([O:24][C:25]([F:28])([F:27])[F:26])=[CH:20][CH:19]=3)[N:9]=2)=[CH:5][CH:4]=1)#[N:2].[C:31]([O:35][C:36](=[O:46])[NH:37][CH2:38][CH2:39][CH:40]1[CH2:45][CH2:44][NH:43][CH2:42][CH2:41]1)([CH3:34])([CH3:33])[CH3:32]. (2) Given the product [CH2:1]([N:8]1[CH2:25][CH2:24][N:11]2[C:12](=[O:23])[C:13]3[C:14]([CH3:22])=[CH:15][C:16]([CH2:26][CH3:27])=[C:17]([OH:20])[C:18]=3[CH2:19][C@@H:10]2[CH2:9]1)[C:2]1[CH:7]=[CH:6][CH:5]=[CH:4][CH:3]=1, predict the reactants needed to synthesize it. The reactants are: [CH2:1]([N:8]1[CH2:25][CH2:24][N:11]2[C:12](=[O:23])[C:13]3[C:14]([CH3:22])=[CH:15][C:16](Br)=[C:17]([OH:20])[C:18]=3[CH2:19][C@@H:10]2[CH2:9]1)[C:2]1[CH:7]=[CH:6][CH:5]=[CH:4][CH:3]=1.[C:26]1(C)C=CC=C[CH:27]=1.